This data is from Full USPTO retrosynthesis dataset with 1.9M reactions from patents (1976-2016). The task is: Predict the reactants needed to synthesize the given product. (1) Given the product [CH:1]([C:4]1[N:5]([CH2:18][C:19]2[O:20][CH:21]=[CH:22][N:23]=2)[C:6]2[C:11]([C:12]=1[CH:13]=[O:14])=[CH:10][CH:9]=[C:8]([O:15][CH3:16])[CH:7]=2)([CH3:3])[CH3:2], predict the reactants needed to synthesize it. The reactants are: [CH:1]([C:4]1[NH:5][C:6]2[C:11]([C:12]=1[CH:13]=[O:14])=[CH:10][CH:9]=[C:8]([O:15][CH3:16])[CH:7]=2)([CH3:3])[CH3:2].Cl[CH2:18][C:19]1[O:20][CH:21]=[CH:22][N:23]=1. (2) Given the product [C:1]([O:5][C:6]([NH:8][C@@H:9]([CH2:14][CH2:15][CH2:16][C@H:17]([CH2:36][CH2:37][S:38][CH3:39])[C@@H:18]([O:31][CH2:32][CH:33]([CH3:34])[CH3:35])[C@@H:19]([OH:21])[CH3:20])[C:10]([O:12][CH3:13])=[O:11])=[O:7])([CH3:2])([CH3:4])[CH3:3], predict the reactants needed to synthesize it. The reactants are: [C:1]([O:5][C:6]([NH:8][C@@H:9]([CH2:14][CH2:15][CH2:16][C@H:17]([CH2:36][CH2:37][S:38][CH3:39])[C@@H:18]([O:31][CH2:32][CH:33]([CH3:35])[CH3:34])[C@@H:19]([O:21]CC1C=CC(OC)=CC=1)[CH3:20])[C:10]([O:12][CH3:13])=[O:11])=[O:7])([CH3:4])([CH3:3])[CH3:2].C(C1C(=O)C(Cl)=C(Cl)C(=O)C=1C#N)#N.[OH-].[Na+]. (3) Given the product [Cl:2][C:3]1[CH:8]=[CH:7][C:6]([CH2:9][CH2:10][NH2:1])=[CH:5][CH:4]=1, predict the reactants needed to synthesize it. The reactants are: [NH3:1].[Cl:2][C:3]1[CH:8]=[CH:7][C:6]([C:9](=O)[CH3:10])=[CH:5][CH:4]=1. (4) Given the product [Cl:1][C:2]1[CH:11]=[C:10]([C:12]([Cl:18])=[O:14])[C:9]2[C:4](=[CH:5][CH:6]=[CH:7][CH:8]=2)[N:3]=1, predict the reactants needed to synthesize it. The reactants are: [Cl:1][C:2]1[CH:11]=[C:10]([C:12]([OH:14])=O)[C:9]2[C:4](=[CH:5][CH:6]=[CH:7][CH:8]=2)[N:3]=1.C(Cl)(=O)C([Cl:18])=O. (5) Given the product [ClH:21].[C:1]([C:5]1[N:6]=[C:7]([N:15]2[CH2:16][CH2:17][N:18]([CH2:22][CH2:23][CH2:24][CH2:25][N:26]3[C:32]4[CH:33]=[CH:34][CH:35]=[CH:36][C:31]=4[C:30](=[O:37])[CH2:29][CH2:28][C:27]3=[O:38])[CH2:19][CH2:20]2)[CH:8]=[C:9]([C:11]([CH3:13])([CH3:14])[CH3:12])[N:10]=1)([CH3:2])([CH3:3])[CH3:4], predict the reactants needed to synthesize it. The reactants are: [C:1]([C:5]1[N:10]=[C:9]([C:11]([CH3:14])([CH3:13])[CH3:12])[CH:8]=[C:7]([N:15]2[CH2:20][CH2:19][NH:18][CH2:17][CH2:16]2)[N:6]=1)([CH3:4])([CH3:3])[CH3:2].[Cl:21][CH2:22][CH2:23][CH2:24][CH2:25][N:26]1[C:32]2[CH:33]=[CH:34][CH:35]=[CH:36][C:31]=2[C:30](=[O:37])[CH2:29][CH2:28][C:27]1=[O:38]. (6) Given the product [Cl:33][C:30]1[CH:31]=[CH:32][C:27]([S:24]([C:13]2([C:16]3[CH:21]=[C:20]([F:22])[CH:19]=[CH:18][C:17]=3[F:23])[CH2:12][CH2:11][CH:10]([CH2:9][CH2:8][CH:7]([S:34]([CH3:37])(=[O:35])=[O:36])[C:6]([OH:38])=[O:5])[CH2:15][CH2:14]2)(=[O:25])=[O:26])=[CH:28][CH:29]=1, predict the reactants needed to synthesize it. The reactants are: [OH-].[Li+].C([O:5][C:6](=[O:38])[CH:7]([S:34]([CH3:37])(=[O:36])=[O:35])[CH2:8][CH2:9][CH:10]1[CH2:15][CH2:14][C:13]([S:24]([C:27]2[CH:32]=[CH:31][C:30]([Cl:33])=[CH:29][CH:28]=2)(=[O:26])=[O:25])([C:16]2[CH:21]=[C:20]([F:22])[CH:19]=[CH:18][C:17]=2[F:23])[CH2:12][CH2:11]1)C.Cl.